Dataset: Full USPTO retrosynthesis dataset with 1.9M reactions from patents (1976-2016). Task: Predict the reactants needed to synthesize the given product. Given the product [C:50]1(=[C:42]([C:43]2[CH:48]=[CH:47][C:46]([OH:49])=[CH:45][CH:44]=2)[C:39]2[CH:38]=[CH:37][C:36]([C:63]3[CH:64]=[CH:65][C:60]([C:58]#[N:59])=[CH:61][CH:62]=3)=[CH:41][CH:40]=2)[CH2:51][CH2:52][CH2:53][CH2:54][CH2:55][CH2:56][CH2:57]1, predict the reactants needed to synthesize it. The reactants are: CS(C1C=CC(C2C=CC(C(=C3CC(C)(C)CC(C)(C)C3)C3C=CC(O)=CC=3)=CC=2)=CC=1)(=O)=O.Br[C:36]1[CH:41]=[CH:40][C:39]([C:42](=[C:50]2[CH2:57][CH2:56][CH2:55][CH2:54][CH2:53][CH2:52][CH2:51]2)[C:43]2[CH:48]=[CH:47][C:46]([OH:49])=[CH:45][CH:44]=2)=[CH:38][CH:37]=1.[C:58]([C:60]1[CH:65]=[CH:64][C:63](B(O)O)=[CH:62][CH:61]=1)#[N:59].C([O-])([O-])=O.[Na+].[Na+].